From a dataset of Full USPTO retrosynthesis dataset with 1.9M reactions from patents (1976-2016). Predict the reactants needed to synthesize the given product. (1) Given the product [CH3:1][C:2]1[CH:3]=[N:4][N:5]([C:7]2[CH:8]=[N:9][N:10]3[CH2:15][CH2:14][NH:13][CH2:12][C:11]=23)[CH:6]=1, predict the reactants needed to synthesize it. The reactants are: [CH3:1][C:2]1[CH:3]=[N:4][N:5]([C:7]2[CH:8]=[N:9][N:10]3[CH2:15][CH2:14][N:13](C(OC(C)(C)C)=O)[CH2:12][C:11]=23)[CH:6]=1. (2) Given the product [ClH:2].[Cl:2][C:3]1[CH:8]=[C:7]([Cl:9])[CH:6]=[CH:5][C:4]=1[C:10]1[NH:14][C:13]([CH:15]2[CH2:20][CH2:19][N:18]([C:21]3[N:26]=[CH:25][N:24]=[C:23]4[NH:27][N:28]=[CH:29][C:22]=34)[CH2:17][CH2:16]2)=[N:12][CH:11]=1, predict the reactants needed to synthesize it. The reactants are: Cl.[Cl:2][C:3]1[CH:8]=[C:7]([Cl:9])[CH:6]=[CH:5][C:4]=1[C:10]1[NH:14][C:13]([CH:15]2[CH2:20][CH2:19][N:18]([C:21]3[N:26]=[CH:25][N:24]=[C:23]4[NH:27][N:28]=[CH:29][C:22]=34)[CH2:17][CH2:16]2)=[N:12][CH:11]=1. (3) The reactants are: [F:1][C:2]1[CH:3]=[C:4]2[C:8](=[CH:9][CH:10]=1)[NH:7][CH:6]=[C:5]2[CH2:11][CH2:12][CH2:13][CH2:14][OH:15].[S:16](Cl)([C:19]1[CH:25]=[CH:24][C:22]([CH3:23])=[CH:21][CH:20]=1)(=[O:18])=[O:17]. Given the product [CH3:23][C:22]1[CH:24]=[CH:25][C:19]([S:16]([O:15][CH2:14][CH2:13][CH2:12][CH2:11][C:5]2[C:4]3[C:8](=[CH:9][CH:10]=[C:2]([F:1])[CH:3]=3)[NH:7][CH:6]=2)(=[O:18])=[O:17])=[CH:20][CH:21]=1, predict the reactants needed to synthesize it. (4) Given the product [N:35]12[CH2:40][CH2:39][CH:38]([CH2:37][CH2:36]1)[C@@H:33]([NH:32][C:12]([C:10]1[S:11][C:7]([C:2]3[CH:3]=[CH:4][CH:5]=[CH:6][N:1]=3)=[CH:8][CH:9]=1)=[O:14])[CH2:34]2, predict the reactants needed to synthesize it. The reactants are: [N:1]1[CH:6]=[CH:5][CH:4]=[CH:3][C:2]=1[C:7]1[S:11][C:10]([C:12]([OH:14])=O)=[CH:9][CH:8]=1.C1(OP(Cl)(OC2C=CC=CC=2)=O)C=CC=CC=1.[NH2:32][C@@H:33]1[CH:38]2[CH2:39][CH2:40][N:35]([CH2:36][CH2:37]2)[CH2:34]1.CO. (5) Given the product [F:17][C:15]1[CH:16]=[C:11]([CH2:10][C@@H:9]([C:19]2[C:24]([C:25]3[CH:26]=[CH:27][C:28]([F:34])=[C:29]([CH:33]=3)[C:30]([NH2:32])=[O:31])=[CH:23][CH:22]=[CH:21][N:20]=2)[NH:8][C:43](=[O:44])[CH2:42][N:41]2[C:36](=[O:35])[CH:37]=[CH:38][C:39]([N:46]3[CH:50]=[CH:49][CH:48]=[N:47]3)=[N:40]2)[CH:12]=[C:13]([F:18])[CH:14]=1, predict the reactants needed to synthesize it. The reactants are: FC(F)(F)C(O)=O.[NH2:8][C@H:9]([C:19]1[C:24]([C:25]2[CH:26]=[CH:27][C:28]([F:34])=[C:29]([CH:33]=2)[C:30]([NH2:32])=[O:31])=[CH:23][CH:22]=[CH:21][N:20]=1)[CH2:10][C:11]1[CH:16]=[C:15]([F:17])[CH:14]=[C:13]([F:18])[CH:12]=1.[O:35]=[C:36]1[N:41]([CH2:42][C:43](O)=[O:44])[N:40]=[C:39]([N:46]2[CH:50]=[CH:49][CH:48]=[N:47]2)[CH:38]=[CH:37]1. (6) Given the product [S:9]([C:12]1[CH:13]=[CH:14][C:15]([CH2:16][O:17][CH2:18][C:19]([OH:21])=[O:20])=[CH:26][CH:27]=1)(=[O:10])(=[O:11])[NH2:8], predict the reactants needed to synthesize it. The reactants are: C(OC([NH:8][S:9]([C:12]1[CH:27]=[CH:26][C:15]([CH2:16][O:17][CH2:18][C:19]([O:21]C(C)(C)C)=[O:20])=[CH:14][CH:13]=1)(=[O:11])=[O:10])=O)(C)(C)C.C(O)(C(F)(F)F)=O. (7) Given the product [CH3:1][O:2][C:3]1[CH:4]=[C:5]([CH:32]=[CH:33][C:34]=1[O:35][CH3:36])[CH2:6][CH:7]1[C:13]2[CH:14]=[C:15]([O:20][CH3:21])[C:16]([O:18][CH3:19])=[CH:17][C:12]=2[CH2:11][CH2:10][CH2:9][N:8]1[CH:22]([C:26]1[CH:31]=[CH:30][CH:29]=[CH:28][CH:27]=1)[C:23]([NH:38][CH:39]1[CH2:44][CH2:43][O:42][C:40]1=[O:41])=[O:24], predict the reactants needed to synthesize it. The reactants are: [CH3:1][O:2][C:3]1[CH:4]=[C:5]([CH:32]=[CH:33][C:34]=1[O:35][CH3:36])[CH2:6][CH:7]1[C:13]2[CH:14]=[C:15]([O:20][CH3:21])[C:16]([O:18][CH3:19])=[CH:17][C:12]=2[CH2:11][CH2:10][CH2:9][N:8]1[CH:22]([C:26]1[CH:31]=[CH:30][CH:29]=[CH:28][CH:27]=1)[C:23](O)=[O:24].Br.[NH2:38][CH:39]1[CH2:44][CH2:43][O:42][C:40]1=[O:41].